From a dataset of Catalyst prediction with 721,799 reactions and 888 catalyst types from USPTO. Predict which catalyst facilitates the given reaction. (1) Reactant: Cl[C:2]([O:4][CH2:5][CH3:6])=O.[NH2:7][C:8]1[CH:16]=[CH:15][CH:14]=[CH:13][C:9]=1[C:10]([OH:12])=[O:11]. Product: [CH2:5]([O:4][C:2]1[O:11][C:10](=[O:12])[C:9]2[CH:13]=[CH:14][CH:15]=[CH:16][C:8]=2[N:7]=1)[CH3:6]. The catalyst class is: 17. (2) Reactant: [C:1]([C:5]1[N:9]=[C:8]([CH2:10][C:11]([O:13][CH2:14][CH3:15])=[O:12])[NH:7][N:6]=1)([CH3:4])([CH3:3])[CH3:2].Br[CH2:17][CH2:18][O:19][CH3:20].C([O-])([O-])=O.[K+].[K+]. Product: [C:1]([C:5]1[N:9]=[C:8]([CH2:10][C:11]([O:13][CH2:14][CH3:15])=[O:12])[N:7]([CH2:17][CH2:18][O:19][CH3:20])[N:6]=1)([CH3:4])([CH3:2])[CH3:3]. The catalyst class is: 18. (3) Reactant: [CH3:1][O:2][C:3]1[CH:4]=[C:5]([C:9]2[NH:10][C:11]3[C:12]([N:23]=2)=[N:13][CH:14]=[C:15]([C:17]2[CH:22]=[CH:21][CH:20]=[CH:19][CH:18]=2)[CH:16]=3)[CH:6]=[CH:7][CH:8]=1.[B].C(N=P1(N(CC)CC)N(C)CCCN1C)(C)(C)C.Cl.[N:44]1[CH:49]=[CH:48][CH:47]=[C:46]([CH2:50]Cl)[CH:45]=1. Product: [CH3:1][O:2][C:3]1[CH:4]=[C:5]([C:9]2[N:10]([CH2:50][C:46]3[CH:45]=[N:44][CH:49]=[CH:48][CH:47]=3)[C:11]3[C:12]([N:23]=2)=[N:13][CH:14]=[C:15]([C:17]2[CH:18]=[CH:19][CH:20]=[CH:21][CH:22]=2)[CH:16]=3)[CH:6]=[CH:7][CH:8]=1. The catalyst class is: 9. (4) Reactant: [O:1]1[C:6]2[CH:7]=[CH:8][CH:9]=[CH:10][C:5]=2[NH:4][CH2:3][CH2:2]1.C(N(C(C)C)CC)(C)C.Cl[C:21](Cl)([O:23]C(=O)OC(Cl)(Cl)Cl)Cl.[NH:32]1[CH2:36][CH:35]=[C:34]([O:37][S:38]([C:41]([F:44])([F:43])[F:42])(=[O:40])=[O:39])[CH2:33]1. Product: [O:1]1[C:6]2[CH:7]=[CH:8][CH:9]=[CH:10][C:5]=2[N:4]([C:21]([N:32]2[CH2:36][CH:35]=[C:34]([O:37][S:38]([C:41]([F:42])([F:43])[F:44])(=[O:39])=[O:40])[CH2:33]2)=[O:23])[CH2:3][CH2:2]1. The catalyst class is: 4. (5) Reactant: [N+:1]([C:4]1[CH:5]=[C:6]2[C:11](=[CH:12][CH:13]=1)[NH:10][C:9](=O)[NH:8][C:7]2=O)([O-:3])=[O:2].P(Cl)(Cl)([Cl:18])=O.C(N(C(C)C)C=O)(C)C.[C:30]([NH2:34])([CH3:33])([CH3:32])[CH3:31]. Product: [C:30]([NH:34][C:7]1[C:6]2[C:11](=[CH:12][CH:13]=[C:4]([N+:1]([O-:3])=[O:2])[CH:5]=2)[N:10]=[C:9]([Cl:18])[N:8]=1)([CH3:33])([CH3:32])[CH3:31]. The catalyst class is: 6. (6) Reactant: [C:1]1([C:21]2[CH:26]=[CH:25][CH:24]=[CH:23][CH:22]=2)[CH:6]=[CH:5][C:4]([C:7]2[C:19]([F:20])=[CH:18][C:10]3[NH:11][C:12](S(C)(=O)=O)=[N:13][C:9]=3[CH:8]=2)=[CH:3][CH:2]=1.[CH3:27][O:28][C:29](=[O:38])[C:30]1[CH:35]=[C:34]([OH:36])[CH:33]=[CH:32][C:31]=1[CH3:37]. The catalyst class is: 436. Product: [CH3:27][O:28][C:29](=[O:38])[C:30]1[CH:35]=[C:34]([O:36][C:12]2[NH:11][C:10]3[CH:18]=[C:19]([F:20])[C:7]([C:4]4[CH:5]=[CH:6][C:1]([C:21]5[CH:26]=[CH:25][CH:24]=[CH:23][CH:22]=5)=[CH:2][CH:3]=4)=[CH:8][C:9]=3[N:13]=2)[CH:33]=[CH:32][C:31]=1[CH3:37].